Dataset: Full USPTO retrosynthesis dataset with 1.9M reactions from patents (1976-2016). Task: Predict the reactants needed to synthesize the given product. (1) The reactants are: Cl[C:2]1[N:3]=[C:4]([NH:16][C:17]2[CH:21]=[C:20]([CH3:22])[NH:19][N:18]=2)[CH:5]=[C:6]2[C:15]=1[CH:14]=[CH:13][C:12]1[O:11][CH2:10][CH2:9][O:8][C:7]2=1.[C:23](B1OC(C)(C)C(C)(C)O1)([CH3:25])=[CH2:24]. Given the product [CH:23]([C:2]1[N:3]=[C:4]([NH:16][C:17]2[CH:21]=[C:20]([CH3:22])[NH:19][N:18]=2)[CH:5]=[C:6]2[C:15]=1[CH:14]=[CH:13][C:12]1[O:11][CH2:10][CH2:9][O:8][C:7]2=1)([CH3:25])[CH3:24], predict the reactants needed to synthesize it. (2) Given the product [CH3:1][C:2]([CH3:16])([CH3:15])[CH2:3][CH2:4][NH:5][C:6]([C:8]1[N:9]=[N:10][C:11]([N:20]2[CH2:21][CH2:22][N:17]([C:23](=[O:24])[C:25]3[CH:30]=[CH:29][CH:28]=[CH:27][C:26]=3[C:31]([F:34])([F:32])[F:33])[CH2:18][CH2:19]2)=[CH:12][CH:13]=1)=[O:7], predict the reactants needed to synthesize it. The reactants are: [CH3:1][C:2]([CH3:16])([CH3:15])[CH2:3][CH2:4][NH:5][C:6]([C:8]1[N:9]=[N:10][C:11](Cl)=[CH:12][CH:13]=1)=[O:7].[N:17]1([C:23]([C:25]2[CH:30]=[CH:29][CH:28]=[CH:27][C:26]=2[C:31]([F:34])([F:33])[F:32])=[O:24])[CH2:22][CH2:21][NH:20][CH2:19][CH2:18]1. (3) Given the product [CH3:12][O:13][C:14]1[CH:19]=[CH:18][N:17]=[C:16]([C:20]2[CH:21]=[N:22][C:23]([N:26]3[C:34]4[C:29](=[CH:30][CH:31]=[C:32]([C:35]([N:37]5[CH2:42][CH2:41][O:40][CH2:39][CH2:38]5)=[O:36])[CH:33]=4)[C:28]([S:43]([CH3:44])=[O:6])=[CH:27]3)=[N:24][CH:25]=2)[CH:15]=1, predict the reactants needed to synthesize it. The reactants are: ClC1C=C(C=CC=1)C(OO)=[O:6].[CH3:12][O:13][C:14]1[CH:19]=[CH:18][N:17]=[C:16]([C:20]2[CH:21]=[N:22][C:23]([N:26]3[C:34]4[C:29](=[CH:30][CH:31]=[C:32]([C:35]([N:37]5[CH2:42][CH2:41][O:40][CH2:39][CH2:38]5)=[O:36])[CH:33]=4)[C:28]([S:43][CH3:44])=[CH:27]3)=[N:24][CH:25]=2)[CH:15]=1. (4) Given the product [CH:5]1([NH:11][C:12]2[CH:21]=[C:20]3[C:15]([C:16](=[O:32])[C:17]([CH2:27][CH2:28][CH2:29][CH:30]=[O:31])=[CH:18][N:19]3[CH:22]3[CH2:26][CH2:25][CH2:24][CH2:23]3)=[CH:14][C:13]=2[F:33])[CH2:6][CH2:7][CH2:8][CH2:9][CH2:10]1, predict the reactants needed to synthesize it. The reactants are: CS(C)=O.[CH:5]1([NH:11][C:12]2[CH:21]=[C:20]3[C:15]([C:16](=[O:32])[C:17]([CH2:27][CH2:28][CH2:29][CH2:30][OH:31])=[CH:18][N:19]3[CH:22]3[CH2:26][CH2:25][CH2:24][CH2:23]3)=[CH:14][C:13]=2[F:33])[CH2:10][CH2:9][CH2:8][CH2:7][CH2:6]1.C(N(CC)CC)C.Cl.